Dataset: Forward reaction prediction with 1.9M reactions from USPTO patents (1976-2016). Task: Predict the product of the given reaction. (1) Given the reactants [OH:1][C@H:2]1[CH2:6][CH2:5][N:4]([C:7]([C:9]2[N:13]3[CH:14]=[C:15]([C:23]([F:26])([F:25])[F:24])[CH:16]=[C:17]([C:18]4[O:22][CH:21]=[N:20][CH:19]=4)[C:12]3=[N:11][CH:10]=2)=[O:8])[CH2:3]1.[H-].[Na+].FC(F)(F)S(O[CH2:35][CH:36]([F:38])[F:37])(=O)=O.[Cl-].[NH4+], predict the reaction product. The product is: [F:37][CH:36]([F:38])[CH2:35][O:1][C@H:2]1[CH2:6][CH2:5][N:4]([C:7]([C:9]2[N:13]3[CH:14]=[C:15]([C:23]([F:26])([F:25])[F:24])[CH:16]=[C:17]([C:18]4[O:22][CH:21]=[N:20][CH:19]=4)[C:12]3=[N:11][CH:10]=2)=[O:8])[CH2:3]1. (2) Given the reactants C(C1N(C)C2C=C(N3C=CC(OCC4C=C([F:26])SC=4)=CC3=O)C=CC=2N=1)C.[CH2:28]([C:30]1[N:34]([CH3:35])[C:33]2[CH:36]=[C:37]([N:40]3[CH:45]=[CH:44][C:43]([O:46][CH2:47][C:48]4[CH:52]=[CH:51][S:50][CH:49]=4)=[CH:42][C:41]3=[O:53])[CH:38]=[CH:39][C:32]=2[N:31]=1)[CH3:29], predict the reaction product. The product is: [CH2:28]([C:30]1[N:34]([CH3:35])[C:33]2[CH:36]=[C:37]([N:40]3[CH:45]=[CH:44][C:43]([O:46][CH2:47][C:48]4[CH:52]=[CH:51][S:50][C:49]=4[F:26])=[CH:42][C:41]3=[O:53])[CH:38]=[CH:39][C:32]=2[N:31]=1)[CH3:29]. (3) Given the reactants [N+](=[CH:3][C:4]([O:6][CH2:7][CH3:8])=[O:5])=[N-].C([O-])(=O)/C=C\C([O-])=O.[S:17]1[CH:21]=[CH:20][CH:19]=[CH:18]1, predict the reaction product. The product is: [CH:20]12[C@@H:3]([C:4]([O:6][CH2:7][CH3:8])=[O:5])[CH:21]1[S:17][CH:18]=[CH:19]2. (4) Given the reactants [CH3:1][C:2]1[N:7]=[CH:6][C:5](=[O:8])[NH:4][C:3]=1[C:9]([O:11][CH3:12])=[O:10].[Br:13]N1C(=O)CCC1=O, predict the reaction product. The product is: [Br:13][C:6]1[C:5](=[O:8])[NH:4][C:3]([C:9]([O:11][CH3:12])=[O:10])=[C:2]([CH3:1])[N:7]=1. (5) Given the reactants CS([C:5]1[N:10]=[C:9]([C:11]2[CH:16]=[CH:15][C:14]([S:17]([CH3:20])(=[O:19])=[O:18])=[CH:13][CH:12]=2)[CH:8]=[C:7]([C:21]([F:24])([F:23])[F:22])[N:6]=1)(=O)=O.[O:25]1[CH2:30][CH2:29][CH:28]([NH2:31])[CH2:27][CH2:26]1.O, predict the reaction product. The product is: [CH3:20][S:17]([C:14]1[CH:15]=[CH:16][C:11]([C:9]2[CH:8]=[C:7]([C:21]([F:24])([F:23])[F:22])[N:6]=[C:5]([NH:31][CH:28]3[CH2:29][CH2:30][O:25][CH2:26][CH2:27]3)[N:10]=2)=[CH:12][CH:13]=1)(=[O:19])=[O:18]. (6) Given the reactants [Cl:1][C:2]1[CH:3]=[C:4]([CH:8]([CH2:18][CH:19]=[CH2:20])[C:9]([C:11]2[CH:16]=[CH:15][C:14]([Cl:17])=[CH:13][CH:12]=2)=O)[CH:5]=[CH:6][CH:7]=1.[CH3:21][C:22]([S@:25]([NH2:27])=[O:26])([CH3:24])[CH3:23], predict the reaction product. The product is: [Cl:1][C:2]1[CH:3]=[C:4]([C@@H:8]([CH2:18][CH:19]=[CH2:20])[C:9](=[N:27][S@@:25]([C:22]([CH3:24])([CH3:23])[CH3:21])=[O:26])[C:11]2[CH:16]=[CH:15][C:14]([Cl:17])=[CH:13][CH:12]=2)[CH:5]=[CH:6][CH:7]=1. (7) Given the reactants [I:1][C:2]1[CH:7]=[CH:6][C:5]([NH2:8])=[CH:4][CH:3]=1.CC(O)=O.[C:13]([O:17][C:18](=[O:28])[NH:19][CH:20]1[CH2:25][CH2:24][CH:23]([CH:26]=O)[CH2:22][CH2:21]1)([CH3:16])([CH3:15])[CH3:14].[BH-](OC(C)=O)(OC(C)=O)OC(C)=O.[Na+], predict the reaction product. The product is: [C:13]([O:17][C:18](=[O:28])[NH:19][C@H:20]1[CH2:21][CH2:22][C@H:23]([CH2:26][NH:8][C:5]2[CH:6]=[CH:7][C:2]([I:1])=[CH:3][CH:4]=2)[CH2:24][CH2:25]1)([CH3:16])([CH3:14])[CH3:15].